Dataset: Experimentally validated miRNA-target interactions with 360,000+ pairs, plus equal number of negative samples. Task: Binary Classification. Given a miRNA mature sequence and a target amino acid sequence, predict their likelihood of interaction. (1) The miRNA is rno-miR-106b-5p with sequence UAAAGUGCUGACAGUGCAGAU. The protein sequence of the target gene is MDGQALRKVERSRSCSQERKEGYSKDMVTDFDEKHDEYLILLQQRNRILKHLKAKDPVQLRLEHLEQGFSVYVNGANSELKTSPRKAVHTDFSRSASQAEGSQDYGRRTLFREAEEVLRRSSRTAPGKVQRRGWHQKSVQIRTEAGSRLHIEPPLDCSEDFESQEDVIGKHEDATGEHTQELRKGLGLSTSLQTQEDGSSDEYDSIEEDVLSETETEDPVLPVHNRDECPLPSHDAVQKDVPKDQELEGRHPQATDTLVVMEFNPASKGNKMDRILSAKRKENAEVFIPSKPDSVLNPQP.... Result: 0 (no interaction). (2) The miRNA is hsa-miR-135a-5p with sequence UAUGGCUUUUUAUUCCUAUGUGA. The protein sequence of the target gene is MFQASMRSPNMEPFKQQKVEDFYDIGEELGSGQFAIVKKCREKSTGLEYAAKFIKKRQSRASRRGVSREEIEREVSILRQVLHHNVITLHDVYENRTDVVLILELVSGGELFDFLAQKESLSEEEATSFIKQILDGVNYLHTKKIAHFDLKPENIMLLDKNIPIPHIKLIDFGLAHEIEDGVEFKNIFGTPEFVAPEIVNYEPLGLEADMWSIGVITYILLSGASPFLGDTKQETLANITAVSYDFDEEFFSQTSELAKDFIRKLLVKETRKRLTIQEALRHPWITPVDNQQAMVRRESV.... Result: 1 (interaction). (3) The miRNA is hsa-miR-544a with sequence AUUCUGCAUUUUUAGCAAGUUC. The protein sequence of the target gene is MSARTAPRPQVLLLPLLLVLLAAAPAASKGCVCKDKGQCFCDGAKGEKGEKGFPGPPGSPGQKGFTGPEGLPGPQGPKGFPGLPGLTGSKGVRGISGLPGFSGSPGLPGTPGNTGPYGLVGVPGCSGSKGEQGFPGLPGTLGYPGIPGAAGLKGQKGAPAKEEDIELDAKGDPGLPGAPGPQGLPGPPGFPGPVGPPGPPGFFGFPGAMGPRGPKGHMGERVIGHKGERGVKGLTGPPGPPGTVIVTLTGPDNRTDLKGEKGDKGAMGEPGPPGPSGLPGESYGSEKGAPGDPGLQGKPG.... Result: 0 (no interaction).